From a dataset of Reaction yield outcomes from USPTO patents with 853,638 reactions. Predict the reaction yield, written as a fraction of the theoretical maximum amount of product (1.0 means a 100% yield; for example, 0.34 means a 34% yield). (1) The reactants are [OH:1][CH:2]1[CH2:7][CH2:6][N:5]([CH2:8][C:9]2[CH:14]=[CH:13][CH:12]=[CH:11][CH:10]=2)[CH2:4][CH:3]1[C:15]([OH:17])=O.C([N:20](CC)CC)C.ON1C2N=CC=CC=2N=N1.Cl.CN(C)CCCN=C=NCC.C(=O)(O)[O-].[NH4+]. The product is [OH:1][CH:2]1[CH2:7][CH2:6][N:5]([CH2:8][C:9]2[CH:14]=[CH:13][CH:12]=[CH:11][CH:10]=2)[CH2:4][CH:3]1[C:15]([NH2:20])=[O:17]. The catalyst is CN(C)C=O. The yield is 0.350. (2) The reactants are ClC1C=CC([C@@H]2CCN(C(OC(C)(C)C)=O)C[C@H]2C(OC)=O)=CC=1.[Cl:25][C:26]1[CH:31]=[CH:30][C:29]([C@@H:32]2[CH2:41][CH2:40][C:35]3([O:39][CH2:38][CH2:37][O:36]3)[CH2:34][C@H:33]2[C:42](OC)=[O:43])=[CH:28][CH:27]=1. No catalyst specified. The product is [Cl:25][C:26]1[CH:31]=[CH:30][C:29]([C@@H:32]2[CH2:41][CH2:40][C:35]3([O:36][CH2:37][CH2:38][O:39]3)[CH2:34][C@H:33]2[CH2:42][OH:43])=[CH:28][CH:27]=1. The yield is 0.730. (3) The reactants are I[C:2]1[CH:7]=[CH:6][C:5]([O:8][CH3:9])=[CH:4][CH:3]=1.[CH3:10][O:11][C:12]1[CH:17]=[CH:16][CH:15]=[CH:14][C:13]=1B(O)O.C(=O)([O-])[O-].[K+].[K+]. The catalyst is [Br-].C([N+](CCCC)(CCCC)CCCC)CCC. The product is [CH3:9][O:8][C:5]1[CH:6]=[CH:7][CH:2]=[CH:3][C:4]=1[C:15]1[CH:16]=[CH:17][C:12]([O:11][CH3:10])=[CH:13][CH:14]=1. The yield is 0.660. (4) The reactants are [CH:1]1([CH:7]([NH:24][C:25]2[CH:30]=[CH:29][C:28]([C:31]([N:33]([CH3:41])[CH2:34][CH2:35][C:36]([O:38]CC)=[O:37])=[O:32])=[CH:27][CH:26]=2)[C:8]2[O:9][C:10]3[CH:22]=[CH:21][C:20]([F:23])=[CH:19][C:11]=3[C:12]=2[CH2:13][O:14][CH2:15][CH2:16][O:17][CH3:18])[CH2:6][CH2:5][CH2:4][CH2:3][CH2:2]1.O1CCCC1.[OH-].[Na+]. The catalyst is C(O)C. The product is [CH:1]1([CH:7]([NH:24][C:25]2[CH:26]=[CH:27][C:28]([C:31]([N:33]([CH3:41])[CH2:34][CH2:35][C:36]([OH:38])=[O:37])=[O:32])=[CH:29][CH:30]=2)[C:8]2[O:9][C:10]3[CH:22]=[CH:21][C:20]([F:23])=[CH:19][C:11]=3[C:12]=2[CH2:13][O:14][CH2:15][CH2:16][O:17][CH3:18])[CH2:2][CH2:3][CH2:4][CH2:5][CH2:6]1. The yield is 0.820. (5) The reactants are [Cl-].[OH:2][NH3+:3].[C:4](=[O:7])([O-])O.[Na+].CS(C)=O.[Si]([O:20][CH:21]1[CH2:26][CH2:25][CH:24]([O:27][C:28]2[CH:33]=[CH:32][C:31]([N:34]3[C:39](=[O:40])[C:38]([CH2:41][C:42]4[CH:47]=[CH:46][C:45]([C:48]5[C:49]([C:54]#[N:55])=[CH:50][CH:51]=[CH:52][CH:53]=5)=[CH:44][CH:43]=4)=[C:37]([CH2:56][CH2:57][CH3:58])[N:36]=[C:35]3[CH2:59][F:60])=[CH:30][CH:29]=2)[CH2:23][CH2:22]1)(C(C)(C)C)(C)C. The catalyst is C(OCC)(=O)C. The product is [F:60][CH2:59][C:35]1[N:34]([C:31]2[CH:32]=[CH:33][C:28]([O:27][CH:24]3[CH2:25][CH2:26][CH:21]([OH:20])[CH2:22][CH2:23]3)=[CH:29][CH:30]=2)[C:39](=[O:40])[C:38]([CH2:41][C:42]2[CH:43]=[CH:44][C:45]([C:48]3[CH:53]=[CH:52][CH:51]=[CH:50][C:49]=3[C:54]3[NH:55][C:4](=[O:7])[O:2][N:3]=3)=[CH:46][CH:47]=2)=[C:37]([CH2:56][CH2:57][CH3:58])[N:36]=1. The yield is 0.0600. (6) The reactants are [Br:1][C:2]1[CH:3]=[CH:4][C:5]2[N:6]([C:16]([O:18][C:19]([CH3:22])([CH3:21])[CH3:20])=[O:17])[C:7]3[C:12]([C:13]=2[CH:14]=1)=[CH:11][C:10]([CH3:15])=[CH:9][CH:8]=3.[Br:23]N1C(=O)CCC1=O. The catalyst is C(Cl)(Cl)(Cl)Cl. The product is [Br:1][C:2]1[CH:3]=[CH:4][C:5]2[N:6]([C:16]([O:18][C:19]([CH3:22])([CH3:21])[CH3:20])=[O:17])[C:7]3[C:12]([C:13]=2[CH:14]=1)=[CH:11][C:10]([CH2:15][Br:23])=[CH:9][CH:8]=3. The yield is 0.690. (7) The reactants are [H-].C([Al+]CC(C)C)C(C)C.C1(C)C=CC=CC=1.[C:18]([O:22][C:23]([N:25]1[CH2:30][CH2:29][C:28](=[CH:31][C:32](OC)=[O:33])[CH:27]([CH3:36])[CH2:26]1)=[O:24])([CH3:21])([CH3:20])[CH3:19].C(O)C. The catalyst is O1CCCC1. The product is [C:18]([O:22][C:23]([N:25]1[CH2:30][CH2:29][C:28](=[CH:31][CH2:32][OH:33])[CH:27]([CH3:36])[CH2:26]1)=[O:24])([CH3:21])([CH3:20])[CH3:19]. The yield is 0.896. (8) The reactants are C([Li])CCC.Br[C:7]1[CH:12]=[CH:11][N:10]=[C:9]([CH:13]([F:15])[F:14])[CH:8]=1.[Br:16][C:17]1[CH:18]=[C:19]([C:23]([C:31]2[CH:36]=[CH:35][CH:34]=[C:33]([F:37])[C:32]=2[C:38]#[N:39])=[N:24]S(C(C)(C)C)=O)[CH:20]=[CH:21][CH:22]=1.CO. The catalyst is C1COCC1. The product is [Br:16][C:17]1[CH:18]=[C:19]([C:23]2([C:7]3[CH:12]=[CH:11][N:10]=[C:9]([CH:13]([F:15])[F:14])[CH:8]=3)[C:31]3[C:32](=[C:33]([F:37])[CH:34]=[CH:35][CH:36]=3)[C:38]([NH2:39])=[N:24]2)[CH:20]=[CH:21][CH:22]=1. The yield is 0.180. (9) No catalyst specified. The product is [Cl:1][C:2]1[N:7]=[N:6][C:5]([NH:8][C@H:9]2[CH2:13][CH2:12][N:11]([C:17]([C:16]3[CH:20]=[C:21]([CH:22]=[CH:23][C:15]=3[F:14])[CH:24]=[O:25])=[O:18])[CH2:10]2)=[CH:4][CH:3]=1. The yield is 0.450. The reactants are [Cl:1][C:2]1[N:7]=[N:6][C:5]([NH:8][C@H:9]2[CH2:13][CH2:12][NH:11][CH2:10]2)=[CH:4][CH:3]=1.[F:14][C:15]1[CH:23]=[CH:22][C:21]([CH:24]=[O:25])=[CH:20][C:16]=1[C:17](O)=[O:18].F[P-](F)(F)(F)(F)F.N1(OC(N(C)C)=[N+](C)C)C2C=CC=CC=2N=N1.C(N(CC)C(C)C)(C)C. (10) The reactants are [Cl:1][C:2]1[CH:14]=[CH:13][C:5]([O:6][CH:7]2[CH2:12][CH2:11][NH:10][CH2:9][CH2:8]2)=[CH:4][CH:3]=1.C(N(CC)C(C)C)(C)C.[O:24]1[C:28]2[CH:29]=[CH:30][CH:31]=[CH:32][C:27]=2[C:26]([C:33](Cl)=[O:34])=[N:25]1. The catalyst is ClCCl.C(OCC)(=O)C. The product is [O:24]1[C:28]2[CH:29]=[CH:30][CH:31]=[CH:32][C:27]=2[C:26]([C:33]([N:10]2[CH2:9][CH2:8][CH:7]([O:6][C:5]3[CH:13]=[CH:14][C:2]([Cl:1])=[CH:3][CH:4]=3)[CH2:12][CH2:11]2)=[O:34])=[N:25]1. The yield is 0.370.